Dataset: Catalyst prediction with 721,799 reactions and 888 catalyst types from USPTO. Task: Predict which catalyst facilitates the given reaction. Reactant: [N:1]1[CH:6]=[C:5]([OH:7])[CH:4]=[N:3][CH:2]=1.[H-].[Na+].F[C:11]1[CH:16]=[C:15]([I:17])[CH:14]=[CH:13][N:12]=1.O. Product: [I:17][C:15]1[CH:14]=[CH:13][N:12]=[C:11]([O:7][C:5]2[CH:6]=[N:1][CH:2]=[N:3][CH:4]=2)[CH:16]=1. The catalyst class is: 3.